Dataset: Forward reaction prediction with 1.9M reactions from USPTO patents (1976-2016). Task: Predict the product of the given reaction. (1) Given the reactants [CH2:1]([NH2:4])[CH2:2]N.[Cl:5][C:6]1[N:11]=[C:10](Cl)[C:9]([Cl:13])=[CH:8][N:7]=1.CC[N:16](CC)CC.[S:21](Cl)([CH3:24])(=[O:23])=[O:22], predict the reaction product. The product is: [Cl:5][C:6]1[N:11]=[C:10]([NH:4][CH2:1][CH2:2][CH2:24][S:21]([NH2:16])(=[O:23])=[O:22])[C:9]([Cl:13])=[CH:8][N:7]=1. (2) Given the reactants [CH2:1]=[CH:2][CH2:3][CH2:4][CH2:5][CH2:6][CH3:7].[C:8]1(C)[CH:13]=[CH:12]C=[C:10]([CH:14]=[CH:15][CH2:16][CH3:17])[CH:9]=1, predict the reaction product. The product is: [C:2]1([CH3:1])[CH:7]=[CH:6][CH:5]=[CH:4][C:3]=1[CH2:12][CH2:13][CH:8]=[CH:9][CH2:10][CH2:14][CH2:15][CH2:16][CH3:17]. (3) Given the reactants [CH3:1][O:2][C:3]([C:5]1[N:6]([CH2:26][C:27]2[CH:32]=[CH:31][C:30]([C:33]([O:35][C:36]([CH3:39])([CH3:38])[CH3:37])=[O:34])=[CH:29][CH:28]=2)[C:7](=[O:25])[C:8]2[C:13]([C:14]=1[C:15]1[CH:20]=[CH:19][CH:18]=[CH:17][CH:16]=1)=[CH:12][C:11]([C:21]([O:23]C)=[O:22])=[CH:10][CH:9]=2)=[O:4].CO.[OH-].[Na+], predict the reaction product. The product is: [CH3:1][O:2][C:3]([C:5]1[N:6]([CH2:26][C:27]2[CH:28]=[CH:29][C:30]([C:33]([O:35][C:36]([CH3:39])([CH3:38])[CH3:37])=[O:34])=[CH:31][CH:32]=2)[C:7](=[O:25])[C:8]2[C:13]([C:14]=1[C:15]1[CH:16]=[CH:17][CH:18]=[CH:19][CH:20]=1)=[CH:12][C:11]([C:21]([OH:23])=[O:22])=[CH:10][CH:9]=2)=[O:4]. (4) Given the reactants Br[C:2]1[CH:7]=[CH:6][C:5]([F:8])=[C:4]([O:9][CH:10]([F:12])[F:11])[CH:3]=1.[B:13]1([B:13]2[O:17][C:16]([CH3:19])([CH3:18])[C:15]([CH3:21])([CH3:20])[O:14]2)[O:17][C:16]([CH3:19])([CH3:18])[C:15]([CH3:21])([CH3:20])[O:14]1.C([O-])(=O)C.[K+], predict the reaction product. The product is: [F:11][CH:10]([F:12])[O:9][C:4]1[CH:3]=[C:2]([B:13]2[O:17][C:16]([CH3:19])([CH3:18])[C:15]([CH3:21])([CH3:20])[O:14]2)[CH:7]=[CH:6][C:5]=1[F:8].